From a dataset of Forward reaction prediction with 1.9M reactions from USPTO patents (1976-2016). Predict the product of the given reaction. Given the reactants [Cl:1][C:2]1[N:7]=[C:6](Cl)[CH:5]=[CH:4][N:3]=1.[NH2:9][C:10]1[CH:11]=[C:12]2[C:16](=[CH:17][CH:18]=1)[N:15]([C:19]([O:21][C:22]([CH3:25])([CH3:24])[CH3:23])=[O:20])[N:14]=[CH:13]2.CCN(C(C)C)C(C)C, predict the reaction product. The product is: [Cl:1][C:2]1[N:7]=[C:6]([NH:9][C:10]2[CH:11]=[C:12]3[C:16](=[CH:17][CH:18]=2)[N:15]([C:19]([O:21][C:22]([CH3:25])([CH3:24])[CH3:23])=[O:20])[N:14]=[CH:13]3)[CH:5]=[CH:4][N:3]=1.